Task: Predict which catalyst facilitates the given reaction.. Dataset: Catalyst prediction with 721,799 reactions and 888 catalyst types from USPTO (1) Reactant: [O:1]1[CH:5]=[CH:4][CH:3]=[C:2]1[C:6]1[C:11]([I:12])=[C:10](S(C)=O)[N:9]=[C:8]([NH2:16])[N:7]=1.[CH3:17][O:18][CH2:19][CH2:20][OH:21].C1CCN2C(=NCCC2)CC1. Product: [O:1]1[CH:5]=[CH:4][CH:3]=[C:2]1[C:6]1[C:11]([I:12])=[C:10]([O:21][CH2:20][CH2:19][O:18][CH3:17])[N:9]=[C:8]([NH2:16])[N:7]=1. The catalyst class is: 1. (2) Reactant: C([O:4][C:5]1[CH:10]=[CH:9][CH:8]=[C:7]([C:11]([NH:13][CH2:14][CH2:15][N:16]2[CH:21]=[C:20]([CH:22]([C:29]3[CH:34]=[CH:33][CH:32]=[CH:31][CH:30]=3)[C:23]3[CH:28]=[CH:27][CH:26]=[CH:25][CH:24]=3)[CH:19]=[CH:18][C:17]2=[O:35])=[O:12])[CH:6]=1)(=O)C.C([O-])([O-])=O.[K+].[K+]. Product: [C:23]1([CH:22]([C:29]2[CH:30]=[CH:31][CH:32]=[CH:33][CH:34]=2)[C:20]2[CH:19]=[CH:18][C:17](=[O:35])[N:16]([CH2:15][CH2:14][NH:13][C:11](=[O:12])[C:7]3[CH:8]=[CH:9][CH:10]=[C:5]([OH:4])[CH:6]=3)[CH:21]=2)[CH:28]=[CH:27][CH:26]=[CH:25][CH:24]=1. The catalyst class is: 24. (3) Reactant: [NH2:1][C:2]1[C:3]([C:9]([C:11]2[CH:16]=[CH:15][CH:14]=[CH:13][C:12]=2[Cl:17])=[O:10])=[N:4][CH:5]=[C:6]([Cl:8])[CH:7]=1.[Cl:18][C:19]1[CH:20]=[C:21]([S:26](Cl)(=[O:28])=[O:27])[CH:22]=[CH:23][C:24]=1[Cl:25]. Product: [Cl:18][C:19]1[CH:20]=[C:21]([S:26]([NH:1][C:2]2[C:3]([C:9](=[O:10])[C:11]3[CH:16]=[CH:15][CH:14]=[CH:13][C:12]=3[Cl:17])=[N:4][CH:5]=[C:6]([Cl:8])[CH:7]=2)(=[O:27])=[O:28])[CH:22]=[CH:23][C:24]=1[Cl:25]. The catalyst class is: 17. (4) Reactant: [CH3:1][C:2]1[CH:3]=[CH:4][C:5]([CH3:8])=[CH:6][CH:7]=1.[Br:9]Br. Product: [Br:9][C:3]1[CH:4]=[C:5]([CH3:8])[CH:6]=[CH:7][C:2]=1[CH3:1]. The catalyst class is: 292. (5) Reactant: [N:1]1[CH:6]=[CH:5][C:4]([C:7]([OH:9])=O)=[CH:3][N:2]=1.Cl.C(N=C=NCCCN(C)C)C.[CH2:22]([N:29]1[C:33]([CH3:34])=[CH:32][C:31]([NH2:35])=[N:30]1)[C:23]1[CH:28]=[CH:27][CH:26]=[CH:25][CH:24]=1. Product: [CH2:22]([N:29]1[C:33]([CH3:34])=[CH:32][C:31]([NH:35][C:7]([C:4]2[CH:5]=[CH:6][N:1]=[N:2][CH:3]=2)=[O:9])=[N:30]1)[C:23]1[CH:24]=[CH:25][CH:26]=[CH:27][CH:28]=1. The catalyst class is: 12. (6) Reactant: [CH2:1]([O:3][C:4]1[CH:9]=[CH:8][CH:7]=[CH:6][C:5]=1[NH2:10])[CH3:2].[Br:11]N1C(=O)CCC1=O. Product: [Br:11][C:8]1[CH:7]=[CH:6][C:5]([NH2:10])=[C:4]([O:3][CH2:1][CH3:2])[CH:9]=1. The catalyst class is: 10. (7) Reactant: [CH3:1][O:2][C:3]1[CH:8]=[C:7]([CH3:9])[C:6]([S:10]([N:13]([CH3:35])[CH2:14][CH2:15][O:16][CH2:17][C:18]([N:20]([CH3:34])[C@H:21]2[CH2:26][CH2:25][CH2:24][C@@H:23]([N:27]3[CH2:32][CH2:31][N:30]([CH3:33])[CH2:29][CH2:28]3)[CH2:22]2)=[O:19])(=[O:12])=[O:11])=[C:5]([CH3:36])[CH:4]=1.[ClH:37]. Product: [ClH:37].[ClH:37].[CH3:1][O:2][C:3]1[CH:8]=[C:7]([CH3:9])[C:6]([S:10]([N:13]([CH3:35])[CH2:14][CH2:15][O:16][CH2:17][C:18]([N:20]([CH3:34])[C@H:21]2[CH2:26][CH2:25][CH2:24][C@@H:23]([N:27]3[CH2:28][CH2:29][N:30]([CH3:33])[CH2:31][CH2:32]3)[CH2:22]2)=[O:19])(=[O:12])=[O:11])=[C:5]([CH3:36])[CH:4]=1. The catalyst class is: 32.